Dataset: Full USPTO retrosynthesis dataset with 1.9M reactions from patents (1976-2016). Task: Predict the reactants needed to synthesize the given product. Given the product [Cl:5][C:6]1[C:11]([Cl:12])=[C:10]([C:13]2[CH:18]=[CH:17][C:16]([Cl:19])=[CH:15][C:14]=2[OH:20])[N:9]=[CH:8][N:7]=1, predict the reactants needed to synthesize it. The reactants are: [Cl-].[Cl-].[Cl-].[Al+3].[Cl:5][C:6]1[C:11]([Cl:12])=[C:10]([C:13]2[CH:18]=[CH:17][C:16]([Cl:19])=[CH:15][C:14]=2[O:20]C)[N:9]=[CH:8][N:7]=1.